From a dataset of Catalyst prediction with 721,799 reactions and 888 catalyst types from USPTO. Predict which catalyst facilitates the given reaction. (1) Reactant: [CH3:1][C:2]1[N:3]=[CH:4][N:5]([C:7]2[C:12](=[O:13])[NH:11][C:10]([C:14]([OH:16])=O)=[CH:9][CH:8]=2)[CH:6]=1.[F:17][C:18]1[CH:30]=[CH:29][C:21]([O:22][CH2:23][CH2:24][NH:25][CH2:26][CH2:27]O)=[C:20]([C:31]([F:34])([F:33])[F:32])[CH:19]=1.C(N(CC)C(C)C)(C)C.CN(C(ON1N=NC2C=CC=NC1=2)=[N+](C)C)C.F[P-](F)(F)(F)(F)F. The catalyst class is: 229. Product: [F:17][C:18]1[CH:30]=[CH:29][C:21]([O:22][CH2:23][CH2:24][N:25]2[CH2:26][CH2:27][N:11]3[C:12](=[O:13])[C:7]([N:5]4[CH:6]=[C:2]([CH3:1])[N:3]=[CH:4]4)=[CH:8][CH:9]=[C:10]3[C:14]2=[O:16])=[C:20]([C:31]([F:32])([F:33])[F:34])[CH:19]=1. (2) Reactant: [CH3:1][S-:2].[Na+].[Cl:4][C:5]1[N:10]=[C:9](Cl)[CH:8]=[CH:7][N:6]=1. Product: [Cl:4][C:5]1[N:10]=[C:9]([S:2][CH3:1])[CH:8]=[CH:7][N:6]=1. The catalyst class is: 56.